Dataset: Forward reaction prediction with 1.9M reactions from USPTO patents (1976-2016). Task: Predict the product of the given reaction. (1) Given the reactants [Br:1][C:2]1[CH:3]=[C:4]([CH:8]=[C:9]2[CH2:14][CH2:13][N:12]([C:15]([O:17][C:18]([CH3:21])([CH3:20])[CH3:19])=[O:16])[CH2:11][CH2:10]2)[CH:5]=[CH:6][CH:7]=1, predict the reaction product. The product is: [Br:1][C:2]1[CH:3]=[C:4]([CH2:8][CH:9]2[CH2:14][CH2:13][N:12]([C:15]([O:17][C:18]([CH3:21])([CH3:20])[CH3:19])=[O:16])[CH2:11][CH2:10]2)[CH:5]=[CH:6][CH:7]=1. (2) Given the reactants [N+:1]([C:4]1[CH:9]=[CH:8][CH:7]=[CH:6][C:5]=1[S:10](Cl)(=[O:12])=[O:11])([O-])=O.[CH3:14][C:15]1[CH:16]=[C:17]([NH2:22])[CH:18]=[N:19][C:20]=1[CH3:21].Cl[Sn]Cl, predict the reaction product. The product is: [NH2:1][C:4]1[CH:9]=[CH:8][CH:7]=[CH:6][C:5]=1[S:10]([NH:22][C:17]1[CH:18]=[N:19][C:20]([CH3:21])=[C:15]([CH3:14])[CH:16]=1)(=[O:12])=[O:11]. (3) Given the reactants [NH:1]1[CH2:6][CH2:5][CH:4]([NH:7][C:8](=[O:14])[O:9][C:10]([CH3:13])([CH3:12])[CH3:11])[CH2:3][CH2:2]1.[CH3:15][S:16](Cl)(=[O:18])=[O:17], predict the reaction product. The product is: [CH3:15][S:16]([N:1]1[CH2:2][CH2:3][CH:4]([NH:7][C:8](=[O:14])[O:9][C:10]([CH3:11])([CH3:13])[CH3:12])[CH2:5][CH2:6]1)(=[O:18])=[O:17]. (4) Given the reactants [OH:1][C@@H:2]1[CH2:6][C@H:5]([OH:7])[C@H:4]([CH2:8]/[CH:9]=[CH:10]\[CH2:11][CH2:12][CH2:13][C:14]([OH:16])=[O:15])[C@H:3]1[CH2:17][CH2:18][C:19](=[O:27])[CH2:20][CH2:21][CH2:22][CH2:23][CH2:24][CH2:25][CH3:26].I[CH2:29][CH2:30][O:31][C:32]1[CH:33]=[C:34]([CH:37]=[CH:38][C:39]=1[CH3:40])[CH:35]=[O:36].C1CCN2C(=NCCC2)CC1, predict the reaction product. The product is: [OH:1][C@@H:2]1[CH2:6][C@H:5]([OH:7])[C@H:4]([CH2:8]/[CH:9]=[CH:10]\[CH2:11][CH2:12][CH2:13][C:14]([O:16][CH2:29][CH2:30][O:31][C:32]2[CH:33]=[C:34]([CH:35]=[O:36])[CH:37]=[CH:38][C:39]=2[CH3:40])=[O:15])[C@H:3]1[CH2:17][CH2:18][C:19](=[O:27])[CH2:20][CH2:21][CH2:22][CH2:23][CH2:24][CH2:25][CH3:26]. (5) Given the reactants [NH2:1][C:2]1[CH:7]=[C:6]([F:8])[CH:5]=[C:4]([F:9])[C:3]=1[NH2:10].[C:11](N1C=CN=C1)(N1C=CN=C1)=[S:12], predict the reaction product. The product is: [SH:12][C:11]1[NH:10][C:3]2[C:4]([F:9])=[CH:5][C:6]([F:8])=[CH:7][C:2]=2[N:1]=1. (6) The product is: [N:25]1[CH2:26][CH2:27][CH2:28][C:5]=1[C:6]1[CH:7]=[C:8]([CH:9]=[CH:10][CH:11]=1)[O:12][CH2:13][CH2:14][CH2:15][N:16]1[CH2:21][CH2:20][CH2:19][CH2:18][CH2:17]1. Given the reactants [H-].[Na+].CO[C:5](=O)[C:6]1[CH:11]=[CH:10][CH:9]=[C:8]([O:12][CH2:13][CH2:14][CH2:15][N:16]2[CH2:21][CH2:20][CH2:19][CH2:18][CH2:17]2)[CH:7]=1.C([N:25]1C[CH2:28][CH2:27][C:26]1=O)=C.Cl.[OH-].[Na+], predict the reaction product. (7) Given the reactants [Cl:1][C:2]1[CH:3]=[C:4]([N:9]([CH2:20][CH3:21])[C:10](=[O:19])[CH2:11][CH2:12][CH:13]2[CH2:18][CH2:17][NH:16][CH2:15][CH2:14]2)[CH:5]=[CH:6][C:7]=1[Cl:8].C=O.[C:24](O[BH-](OC(=O)C)OC(=O)C)(=O)C.[Na+].[Na].[C:39]([OH:46])(=[O:45])/[CH:40]=[CH:41]/[C:42]([OH:44])=[O:43], predict the reaction product. The product is: [C:39]([OH:46])(=[O:45])/[CH:40]=[CH:41]/[C:42]([OH:44])=[O:43].[Cl:1][C:2]1[CH:3]=[C:4]([N:9]([CH2:20][CH3:21])[C:10](=[O:19])[CH2:11][CH2:12][CH:13]2[CH2:14][CH2:15][N:16]([CH3:24])[CH2:17][CH2:18]2)[CH:5]=[CH:6][C:7]=1[Cl:8]. (8) Given the reactants [CH:1]([O:4][C:5]([N:7]1[CH2:12][CH2:11][CH:10]([O:13][C:14]2[C:19]([C:20]#[N:21])=[C:18]([NH:22][C:23]3[CH:28]=[CH:27][C:26]([S:29]([CH3:32])(=[O:31])=[O:30])=[CH:25][C:24]=3[F:33])[N:17]=[CH:16][N:15]=2)[CH2:9][CH2:8]1)=[O:6])([CH3:3])[CH3:2].[CH2:34](N)[CH2:35][NH2:36], predict the reaction product. The product is: [CH:1]([O:4][C:5]([N:7]1[CH2:12][CH2:11][CH:10]([O:13][C:14]2[C:19]([C:20]3[NH:36][CH2:35][CH2:34][N:21]=3)=[C:18]([NH:22][C:23]3[CH:28]=[CH:27][C:26]([S:29]([CH3:32])(=[O:31])=[O:30])=[CH:25][C:24]=3[F:33])[N:17]=[CH:16][N:15]=2)[CH2:9][CH2:8]1)=[O:6])([CH3:3])[CH3:2].